From a dataset of Full USPTO retrosynthesis dataset with 1.9M reactions from patents (1976-2016). Predict the reactants needed to synthesize the given product. (1) Given the product [CH:16]1([N:4]2[CH2:5][C:6]3[CH:11]=[CH:10][C:9]([C:12]([O:14][CH3:15])=[O:13])=[CH:8][C:7]=3[O:1][CH2:2][CH2:3]2)[CH2:21][CH2:20][CH2:19][CH2:18][CH2:17]1, predict the reactants needed to synthesize it. The reactants are: [O:1]1[C:7]2[CH:8]=[C:9]([C:12]([O:14][CH3:15])=[O:13])[CH:10]=[CH:11][C:6]=2[CH2:5][NH:4][CH2:3][CH2:2]1.[C:16]1(=O)[CH2:21][CH2:20][CH2:19][CH2:18][CH2:17]1.[BH-](OC(C)=O)(OC(C)=O)OC(C)=O.[Na+]. (2) Given the product [Br:4][C:5]1[CH:6]=[C:7]2[C:11](=[CH:12][CH:13]=1)[NH:10][C:9](=[O:14])[C:8]12[CH2:16][CH:15]1[C:3]#[N:1], predict the reactants needed to synthesize it. The reactants are: [N+:1](=[CH2:3])=[N-].[Br:4][C:5]1[CH:6]=[C:7]2[C:11](=[CH:12][CH:13]=1)[NH:10][C:9](=[O:14])[C:8]2=[CH:15][C:16]#N.